Dataset: Reaction yield outcomes from USPTO patents with 853,638 reactions. Task: Predict the reaction yield, written as a fraction of the theoretical maximum amount of product (1.0 means a 100% yield; for example, 0.34 means a 34% yield). (1) The catalyst is C(O)(=O)C.C1COCC1.C(OCC)(=O)C. The product is [O:1]=[C:2]1[C:11]([CH2:12][C:13]([OH:15])=[O:14])=[C:10]([C:18]2[CH:23]=[CH:22][CH:21]=[CH:20][CH:19]=2)[C:9]2[C:4](=[CH:5][C:6]3[C:26](=[O:27])[O:25][CH2:24][C:7]=3[CH:8]=2)[O:3]1. The reactants are [O:1]=[C:2]1[C:11]([CH2:12][C:13]([O:15]CC)=[O:14])=[C:10]([C:18]2[CH:23]=[CH:22][CH:21]=[CH:20][CH:19]=2)[C:9]2[C:4](=[CH:5][C:6]3[C:26](=[O:27])[O:25][CH2:24][C:7]=3[CH:8]=2)[O:3]1.Cl. The yield is 0.920. (2) The reactants are [Si]([O:8][C@@H:9]([C:65]1[CH:70]=[CH:69][CH:68]=[CH:67][C:66]=1[C:71]1[CH:76]=[CH:75][C:74]([Cl:77])=[CH:73][CH:72]=1)[CH:10]1[CH2:15][CH2:14][N:13]([C:16]2[CH:64]=[CH:63][C:19]([C:20]([NH:22][S:23]([C:26]3[CH:31]=[CH:30][C:29]([NH:32][C@H:33]([CH2:42][CH2:43][N:44]4[CH2:49][CH2:48][O:47][CH2:46][C@@H:45]4[CH2:50][N:51]([CH2:54][CH3:55])[CH2:52][CH3:53])[CH2:34][S:35][C:36]4[CH:41]=[CH:40][CH:39]=[CH:38][CH:37]=4)=[C:28]([S:56]([C:59]([F:62])([F:61])[F:60])(=[O:58])=[O:57])[CH:27]=3)(=[O:25])=[O:24])=[O:21])=[CH:18][CH:17]=2)[CH2:12][CH2:11]1)(C(C)(C)C)(C)C.CCCC[N+](CCCC)(CCCC)CCCC.[F-]. No catalyst specified. The product is [Cl:77][C:74]1[CH:75]=[CH:76][C:71]([C:66]2[CH:67]=[CH:68][CH:69]=[CH:70][C:65]=2[C@H:9]([OH:8])[CH:10]2[CH2:15][CH2:14][N:13]([C:16]3[CH:17]=[CH:18][C:19]([C:20]([NH:22][S:23]([C:26]4[CH:31]=[CH:30][C:29]([NH:32][C@H:33]([CH2:42][CH2:43][N:44]5[CH2:49][CH2:48][O:47][CH2:46][C@@H:45]5[CH2:50][N:51]([CH2:54][CH3:55])[CH2:52][CH3:53])[CH2:34][S:35][C:36]5[CH:41]=[CH:40][CH:39]=[CH:38][CH:37]=5)=[C:28]([S:56]([C:59]([F:62])([F:61])[F:60])(=[O:57])=[O:58])[CH:27]=4)(=[O:24])=[O:25])=[O:21])=[CH:63][CH:64]=3)[CH2:12][CH2:11]2)=[CH:72][CH:73]=1. The yield is 0.480. (3) The reactants are [NH2:1][C:2]1[C:11]2[C:6](=[C:7](I)[C:8]([F:12])=[CH:9][CH:10]=2)[N:5]=[N:4][C:3]=1[C:14]([NH:16][CH2:17][CH2:18][CH3:19])=[O:15].[CH3:20][O:21][C:22]1[CH:27]=[CH:26][C:25]([O:28][CH3:29])=[CH:24][C:23]=1B(O)O. The catalyst is CCOCC. The product is [NH2:1][C:2]1[C:11]2[C:6](=[C:7]([C:26]3[CH:27]=[C:22]([O:21][CH3:20])[CH:23]=[CH:24][C:25]=3[O:28][CH3:29])[C:8]([F:12])=[CH:9][CH:10]=2)[N:5]=[N:4][C:3]=1[C:14]([NH:16][CH2:17][CH2:18][CH3:19])=[O:15]. The yield is 0.710.